Dataset: Full USPTO retrosynthesis dataset with 1.9M reactions from patents (1976-2016). Task: Predict the reactants needed to synthesize the given product. Given the product [C:18]([C:22]1[CH:26]=[C:25]([NH:43][C:46]([NH:48][C:49]2[C:58]3[C:53](=[CH:54][CH:55]=[CH:56][CH:57]=3)[C:52]([O:59][C:60]3[CH:65]=[CH:64][N:63]=[C:62]([NH:66][C:67]4[CH:68]=[CH:69][CH:70]=[CH:71][CH:72]=4)[CH:61]=3)=[CH:51][CH:50]=2)=[O:8])[N:24]([C:30]2[CH:35]=[CH:34][CH:33]=[C:32]([CH2:36][P:37]([CH3:40])([CH3:39])=[O:38])[CH:31]=2)[N:23]=1)([CH3:20])([CH3:19])[CH3:21], predict the reactants needed to synthesize it. The reactants are: C1C=CC(P(N=[N+]=[N-])(C2C=CC=CC=2)=[O:8])=CC=1.[C:18]([C:22]1[CH:26]=[C:25](C(O)=O)[N:24]([C:30]2[CH:35]=[CH:34][CH:33]=[C:32]([CH2:36][P:37]([CH3:40])([CH3:39])=[O:38])[CH:31]=2)[N:23]=1)([CH3:21])([CH3:20])[CH3:19].C([N:43]([CH2:46]C)CC)C.[NH2:48][C:49]1[C:58]2[C:53](=[CH:54][CH:55]=[CH:56][CH:57]=2)[C:52]([O:59][C:60]2[CH:65]=[CH:64][N:63]=[C:62]([NH:66][C:67]3[CH:72]=[CH:71][CH:70]=[CH:69][CH:68]=3)[CH:61]=2)=[CH:51][CH:50]=1.